This data is from Peptide-MHC class II binding affinity with 134,281 pairs from IEDB. The task is: Regression. Given a peptide amino acid sequence and an MHC pseudo amino acid sequence, predict their binding affinity value. This is MHC class II binding data. (1) The peptide sequence is YDKFLAPVSTVLTGK. The MHC is DRB1_0101 with pseudo-sequence DRB1_0101. The binding affinity (normalized) is 0.874. (2) The peptide sequence is SGDAMARNISSRTLE. The MHC is H-2-IAb with pseudo-sequence H-2-IAb. The binding affinity (normalized) is 0.207.